Task: Predict the reaction yield, written as a fraction of the theoretical maximum amount of product (1.0 means a 100% yield; for example, 0.34 means a 34% yield).. Dataset: Reaction yield outcomes from USPTO patents with 853,638 reactions (1) The yield is 0.860. The reactants are [C:1]([NH:5][C:6]([C:8]1[C:9]([C:21]2[S:22][C:23]3[CH2:28][CH2:27][CH2:26][C:24]=3[N:25]=2)=[N:10][N:11](COCC[Si](C)(C)C)[CH:12]=1)=[O:7])([CH3:4])([CH3:3])[CH3:2].FC(F)(F)C(O)=O. The product is [C:1]([NH:5][C:6]([C:8]1[C:9]([C:21]2[S:22][C:23]3[CH2:28][CH2:27][CH2:26][C:24]=3[N:25]=2)=[N:10][NH:11][CH:12]=1)=[O:7])([CH3:4])([CH3:2])[CH3:3]. The catalyst is ClCCl. (2) The reactants are N1CCOCC1.[C:7]([Si:11]([CH3:27])([CH3:26])[O:12][CH2:13][CH2:14][CH2:15][C:16]1[C:17]([C:24]#[N:25])=[C:18]([S-:23])[NH:19][C:20](=[O:22])[CH:21]=1)([CH3:10])([CH3:9])[CH3:8].Br[CH2:29][C:30]([NH2:32])=[O:31]. The catalyst is C1COCC1. The product is [C:7]([Si:11]([CH3:27])([CH3:26])[O:12][CH2:13][CH2:14][CH2:15][C:16]1[C:17]([C:24]#[N:25])=[C:18]([S:23][CH2:29][C:30]([NH2:32])=[O:31])[NH:19][C:20](=[O:22])[CH:21]=1)([CH3:8])([CH3:9])[CH3:10]. The yield is 0.440. (3) The yield is 0.386. The reactants are Br[C:2]1[CH:3]=[C:4]([C:8]2[N:13]([CH2:14][C:15]3[CH:20]=[CH:19][C:18]([CH3:21])=[CH:17][C:16]=3[CH3:22])[C:12](=[O:23])[C:11]([C:24]#[N:25])=[C:10]([C:26]([F:29])([F:28])[F:27])[CH:9]=2)[CH:5]=[CH:6][CH:7]=1.[OH:30][C:31]1[CH:32]=[C:33](B(O)O)[CH:34]=[CH:35][CH:36]=1.C([O-])([O-])=O.[K+].[K+].N#N. The catalyst is COCCOC.O.C1C=CC([P]([Pd]([P](C2C=CC=CC=2)(C2C=CC=CC=2)C2C=CC=CC=2)([P](C2C=CC=CC=2)(C2C=CC=CC=2)C2C=CC=CC=2)[P](C2C=CC=CC=2)(C2C=CC=CC=2)C2C=CC=CC=2)(C2C=CC=CC=2)C2C=CC=CC=2)=CC=1. The product is [CH3:22][C:16]1[CH:17]=[C:18]([CH3:21])[CH:19]=[CH:20][C:15]=1[CH2:14][N:13]1[C:8]([C:4]2[CH:3]=[C:2]([C:35]3[CH:34]=[CH:33][CH:32]=[C:31]([OH:30])[CH:36]=3)[CH:7]=[CH:6][CH:5]=2)=[CH:9][C:10]([C:26]([F:27])([F:29])[F:28])=[C:11]([C:24]#[N:25])[C:12]1=[O:23]. (4) The reactants are C(OC(=O)[NH:7][CH:8]([CH2:13][C:14]1[CH:19]=[CH:18][C:17]([N+:20]([O-:22])=[O:21])=[CH:16][CH:15]=1)[C:9](=O)[CH2:10][Br:11])(C)(C)C.[C:24](=[S:32])([NH2:31])[C:25]1[CH:30]=[CH:29][CH:28]=[CH:27][CH:26]=1.C(OCC)C. The catalyst is CC#N. The product is [BrH:11].[N+:20]([C:17]1[CH:16]=[CH:15][C:14]([CH2:13][C@@H:8]([C:9]2[N:31]=[C:24]([C:25]3[CH:30]=[CH:29][CH:28]=[CH:27][CH:26]=3)[S:32][CH:10]=2)[NH2:7])=[CH:19][CH:18]=1)([O-:22])=[O:21]. The yield is 0.630.